From a dataset of Catalyst prediction with 721,799 reactions and 888 catalyst types from USPTO. Predict which catalyst facilitates the given reaction. (1) Reactant: [N:1]1[C:10]2[C:5](=[CH:6][CH:7]=[CH:8][C:9]=2[OH:11])[CH:4]=[CH:3][CH:2]=1.C([Li])CCC.Cl[P:18]1[O:22][C:21]([C:29]2[CH:34]=[CH:33][CH:32]=[CH:31][CH:30]=2)([C:23]2[CH:28]=[CH:27][CH:26]=[CH:25][CH:24]=2)[C:20]([C:41]2[CH:46]=[CH:45][CH:44]=[CH:43][CH:42]=2)([C:35]2[CH:40]=[CH:39][CH:38]=[CH:37][CH:36]=2)[O:19]1. Product: [C:29]1([C:21]2([C:23]3[CH:24]=[CH:25][CH:26]=[CH:27][CH:28]=3)[C:20]([C:35]3[CH:36]=[CH:37][CH:38]=[CH:39][CH:40]=3)([C:41]3[CH:46]=[CH:45][CH:44]=[CH:43][CH:42]=3)[O:19][P:18]([O:11][C:9]3[CH:8]=[CH:7][CH:6]=[C:5]4[C:10]=3[N:1]=[CH:2][CH:3]=[CH:4]4)[O:22]2)[CH:34]=[CH:33][CH:32]=[CH:31][CH:30]=1. The catalyst class is: 134. (2) Reactant: [CH2:1]([N:3]([CH2:9][CH3:10])[C:4](=[O:8])[CH2:5][NH:6][CH3:7])[CH3:2].[C:11]([NH:14][C:15]1[S:16][C:17]([S:20](Cl)(=[O:22])=[O:21])=[CH:18][N:19]=1)(=[O:13])[CH3:12].CCN(C(C)C)C(C)C. Product: [C:11]([NH:14][C:15]1[S:16][C:17]([S:20]([N:6]([CH3:7])[CH2:5][C:4]([N:3]([CH2:9][CH3:10])[CH2:1][CH3:2])=[O:8])(=[O:21])=[O:22])=[CH:18][N:19]=1)(=[O:13])[CH3:12]. The catalyst class is: 2. (3) Reactant: [F:1][C:2]1[C:3]([N+:10]([O-:12])=[O:11])=[C:4]([CH:6]=[C:7](F)[CH:8]=1)[NH2:5].C([O-])([O-])=O.[Cs+].[Cs+].[OH:19][C:20]1[CH:27]=[CH:26][C:23]([CH:24]=[O:25])=[CH:22][CH:21]=1.O. Product: [NH2:5][C:4]1[CH:6]=[C:7]([O:19][C:20]2[CH:27]=[CH:26][C:23]([CH:24]=[O:25])=[CH:22][CH:21]=2)[CH:8]=[C:2]([F:1])[C:3]=1[N+:10]([O-:12])=[O:11]. The catalyst class is: 16.